Dataset: Reaction yield outcomes from USPTO patents with 853,638 reactions. Task: Predict the reaction yield, written as a fraction of the theoretical maximum amount of product (1.0 means a 100% yield; for example, 0.34 means a 34% yield). The reactants are [CH3:1][O:2][C:3](=[O:18])[C:4]1[CH:9]=[CH:8][C:7]([N:10]2[CH2:15][CH2:14][CH:13]([OH:16])[CH2:12][CH2:11]2)=[CH:6][C:5]=1Br.[C:19]1(B(O)O)[CH:24]=[CH:23][CH:22]=[CH:21][CH:20]=1.P([O-])([O-])([O-])=O.[K+].[K+].[K+]. The catalyst is COCCOC.O.C1C=CC([P]([Pd]([P](C2C=CC=CC=2)(C2C=CC=CC=2)C2C=CC=CC=2)([P](C2C=CC=CC=2)(C2C=CC=CC=2)C2C=CC=CC=2)[P](C2C=CC=CC=2)(C2C=CC=CC=2)C2C=CC=CC=2)(C2C=CC=CC=2)C2C=CC=CC=2)=CC=1. The product is [CH3:1][O:2][C:3]([C:4]1[C:5]([C:19]2[CH:24]=[CH:23][CH:22]=[CH:21][CH:20]=2)=[CH:6][C:7]([N:10]2[CH2:15][CH2:14][CH:13]([OH:16])[CH2:12][CH2:11]2)=[CH:8][CH:9]=1)=[O:18]. The yield is 0.920.